Dataset: Full USPTO retrosynthesis dataset with 1.9M reactions from patents (1976-2016). Task: Predict the reactants needed to synthesize the given product. (1) Given the product [N:19]1([CH2:18][CH2:17][N:13]([CH2:14][CH2:15][CH3:16])[CH:7]2[CH2:6][CH2:5][C:4]3[C:3]([OH:2])=[CH:12][CH:11]=[CH:10][C:9]=3[CH2:8]2)[CH2:24][CH2:23][NH:22][CH2:21][CH2:20]1, predict the reactants needed to synthesize it. The reactants are: C[O:2][C:3]1[CH:12]=[CH:11][CH:10]=[C:9]2[C:4]=1[CH2:5][CH2:6][CH:7]([N:13]([CH2:17][CH2:18][N:19]1[CH2:24][CH2:23][NH:22][CH2:21][CH2:20]1)[CH2:14][CH2:15][CH3:16])[CH2:8]2.B(Br)(Br)Br. (2) Given the product [F:1][C:2]1[CH:3]=[CH:4][C:5]([S:8][CH2:9][CH2:10][CH2:11][C:12]([N:19]([CH2:18][C:17]2[CH:21]=[CH:22][CH:23]=[CH:24][C:16]=2[OH:15])[CH3:20])=[O:14])=[CH:6][CH:7]=1, predict the reactants needed to synthesize it. The reactants are: [F:1][C:2]1[CH:7]=[CH:6][C:5]([S:8][CH2:9][CH2:10][CH2:11][C:12]([OH:14])=O)=[CH:4][CH:3]=1.[OH:15][C:16]1[CH:24]=[CH:23][CH:22]=[CH:21][C:17]=1[CH2:18][NH:19][CH3:20].